This data is from Reaction yield outcomes from USPTO patents with 853,638 reactions. The task is: Predict the reaction yield, written as a fraction of the theoretical maximum amount of product (1.0 means a 100% yield; for example, 0.34 means a 34% yield). (1) The reactants are [CH:1](=[C:8]1[CH2:17][CH2:16][C:11]2(OCC[O:12]2)[CH2:10][CH2:9]1)[C:2]1[CH:7]=[CH:6][CH:5]=[CH:4][CH:3]=1. The catalyst is CC(C)=O.Cl.O. The product is [CH:1](=[C:8]1[CH2:17][CH2:16][C:11](=[O:12])[CH2:10][CH2:9]1)[C:2]1[CH:7]=[CH:6][CH:5]=[CH:4][CH:3]=1. The yield is 0.960. (2) The reactants are [CH2:1]([O:3][C:4](=[O:17])[NH:5][C:6]1[C:11]([N+:12]([O-:14])=[O:13])=[CH:10][C:9]([NH2:15])=[CH:8][C:7]=1[CH3:16])[CH3:2].[F:18][C:19]([F:29])([F:28])[C:20]1[CH:27]=[CH:26][C:23]([CH:24]=O)=[CH:22][CH:21]=1.O. The catalyst is C(O)C. The product is [CH2:1]([O:3][C:4](=[O:17])[NH:5][C:6]1[C:11]([N+:12]([O-:14])=[O:13])=[CH:10][C:9]([NH:15][CH2:24][C:23]2[CH:22]=[CH:21][C:20]([C:19]([F:18])([F:28])[F:29])=[CH:27][CH:26]=2)=[CH:8][C:7]=1[CH3:16])[CH3:2]. The yield is 0.750.